This data is from Reaction yield outcomes from USPTO patents with 853,638 reactions. The task is: Predict the reaction yield, written as a fraction of the theoretical maximum amount of product (1.0 means a 100% yield; for example, 0.34 means a 34% yield). (1) The reactants are C(O)(=O)C.[CH2:5]([O:7][C:8]([CH:10]1[CH2:15][CH2:14][CH:13]([O:16][C:17]2[CH:22]=[CH:21][C:20]([NH:23][C:24]([C:26]3[O:27][C:28]([NH:31][C:32]4[CH:37]=[CH:36][C:35]([F:38])=[CH:34][CH:33]=4)=[N:29][N:30]=3)=O)=[C:19]([NH2:39])[CH:18]=2)[CH2:12][CH2:11]1)=[O:9])[CH3:6]. The catalyst is C(#N)C. The product is [F:38][C:35]1[CH:36]=[CH:37][C:32]([NH:31][C:28]2[O:27][C:26]([C:24]3[NH:39][C:19]4[CH:18]=[C:17]([O:16][C@@H:13]5[CH2:14][CH2:15][C@H:10]([C:8]([O:7][CH2:5][CH3:6])=[O:9])[CH2:11][CH2:12]5)[CH:22]=[CH:21][C:20]=4[N:23]=3)=[N:30][N:29]=2)=[CH:33][CH:34]=1. The yield is 0.160. (2) The reactants are Cl[C:2]1[N:7]=[C:6]([NH:8][C:9]2[CH:13]=[C:12]([N:14]([CH3:16])[CH3:15])[NH:11][N:10]=2)[C:5]([F:17])=[CH:4][N:3]=1.ClC1C(NC2C=C(OC)NN=2)=NC([NH:25][C@H:26]([C:28]2[N:33]=[CH:32][C:31]([F:34])=[CH:30][N:29]=2)[CH3:27])=NC=1.CCN(C(C)C)C(C)C. The catalyst is CCCCO. The product is [CH3:15][N:14]([CH3:16])[C:12]1[NH:11][N:10]=[C:9]([NH:8][C:6]2[C:5]([F:17])=[CH:4][N:3]=[C:2]([NH:25][C@H:26]([C:28]3[N:33]=[CH:32][C:31]([F:34])=[CH:30][N:29]=3)[CH3:27])[N:7]=2)[CH:13]=1. The yield is 0.670. (3) The reactants are [CH3:13][C:12]([O:11][C:9](O[C:9]([O:11][C:12]([CH3:15])([CH3:14])[CH3:13])=[O:10])=[O:10])([CH3:15])[CH3:14].[Br:16][C:17]1[CH:18]=[CH:19][C:20]([S:25][CH2:26][CH3:27])=[C:21]([CH:24]=1)[CH2:22][NH2:23].O.C(OCC)(=O)C. The catalyst is C1COCC1. The product is [C:12]([O:11][C:9](=[O:10])[NH:23][CH2:22][C:21]1[CH:24]=[C:17]([Br:16])[CH:18]=[CH:19][C:20]=1[S:25][CH2:26][CH3:27])([CH3:13])([CH3:14])[CH3:15]. The yield is 0.730. (4) The reactants are [CH3:1][O:2][C:3]1[CH:49]=[CH:48][C:6]([CH2:7][N:8]2[C:12]3=[N:13][CH:14]=[CH:15][C:16]([O:17][C:18]4[CH:23]=[CH:22][C:21]([NH:24][C:25]([C:27]5[C:28](=[O:40])[N:29]([C:33]6[CH:38]=[CH:37][C:36]([F:39])=[CH:35][CH:34]=6)[N:30]=[CH:31][CH:32]=5)=[O:26])=[CH:20][C:19]=4[F:41])=[C:11]3[C:10]([CH:42]3[CH2:47][CH2:46][NH:45][CH2:44][CH2:43]3)=[N:9]2)=[CH:5][CH:4]=1.C=O.[C:52](O[BH-](OC(=O)C)OC(=O)C)(=O)C.[Na+]. The catalyst is C(Cl)Cl. The product is [F:41][C:19]1[CH:20]=[C:21]([NH:24][C:25]([C:27]2[C:28](=[O:40])[N:29]([C:33]3[CH:38]=[CH:37][C:36]([F:39])=[CH:35][CH:34]=3)[N:30]=[CH:31][CH:32]=2)=[O:26])[CH:22]=[CH:23][C:18]=1[O:17][C:16]1[CH:15]=[CH:14][N:13]=[C:12]2[N:8]([CH2:7][C:6]3[CH:5]=[CH:4][C:3]([O:2][CH3:1])=[CH:49][CH:48]=3)[N:9]=[C:10]([CH:42]3[CH2:47][CH2:46][N:45]([CH3:52])[CH2:44][CH2:43]3)[C:11]=12. The yield is 0.798. (5) The reactants are C(NC(C)C)(C)C.C([Li])CCC.[Cl:13][C:14]1[CH:15]=[N:16][CH:17]=[CH:18][CH:19]=1.[F:20][C:21]1[CH:28]=[CH:27][C:26]([F:29])=[CH:25][C:22]=1[CH:23]=[O:24].[Cl-].[NH4+]. The catalyst is C(OCC)(=O)C.O1CCCC1. The product is [Cl:13][C:14]1[CH:15]=[N:16][CH:17]=[CH:18][C:19]=1[CH:23]([C:22]1[CH:25]=[C:26]([F:29])[CH:27]=[CH:28][C:21]=1[F:20])[OH:24]. The yield is 0.520. (6) The reactants are [Br:1][C:2]1[CH:7]=[CH:6][C:5]([CH:8]2[CH2:13][CH2:12][NH:11][CH2:10][CH2:9]2)=[CH:4][CH:3]=1.C(N(CC)CC)C.[C:21](O[C:21]([O:23][C:24]([CH3:27])([CH3:26])[CH3:25])=[O:22])([O:23][C:24]([CH3:27])([CH3:26])[CH3:25])=[O:22].O. The catalyst is CN(C1C=CN=CC=1)C.C(#N)C. The product is [C:24]([O:23][C:21]([N:11]1[CH2:10][CH2:9][CH:8]([C:5]2[CH:6]=[CH:7][C:2]([Br:1])=[CH:3][CH:4]=2)[CH2:13][CH2:12]1)=[O:22])([CH3:27])([CH3:26])[CH3:25]. The yield is 0.950. (7) The reactants are Cl.[NH2:2][CH2:3][CH2:4][C:5]([O:7][CH2:8][CH3:9])=[O:6].[CH2:10](Br)[C:11]1[CH:16]=[CH:15][CH:14]=[CH:13][CH:12]=1.C([O-])([O-])=O.[K+].[K+]. The catalyst is C(#N)C. The product is [CH2:10]([N:2]([CH2:10][C:11]1[CH:16]=[CH:15][CH:14]=[CH:13][CH:12]=1)[CH2:3][CH2:4][C:5]([O:7][CH2:8][CH3:9])=[O:6])[C:11]1[CH:16]=[CH:15][CH:14]=[CH:13][CH:12]=1. The yield is 0.970. (8) The reactants are [OH-].[Na+].C[O:4][C:5](=[O:34])[CH2:6][CH2:7][C:8]1[CH:13]=[CH:12][C:11]([O:14][CH2:15][CH2:16][C@@H:17]([O:19][C:20]2[CH:25]=[CH:24][C:23]([CH2:26][CH3:27])=[CH:22][C:21]=2[C:28]2[N:29]=[CH:30][S:31][CH:32]=2)[CH3:18])=[CH:10][C:9]=1[CH3:33].Cl. The catalyst is CO. The product is [CH2:26]([C:23]1[CH:24]=[CH:25][C:20]([O:19][C@@H:17]([CH3:18])[CH2:16][CH2:15][O:14][C:11]2[CH:12]=[CH:13][C:8]([CH2:7][CH2:6][C:5]([OH:34])=[O:4])=[C:9]([CH3:33])[CH:10]=2)=[C:21]([C:28]2[N:29]=[CH:30][S:31][CH:32]=2)[CH:22]=1)[CH3:27]. The yield is 0.980.